From a dataset of Catalyst prediction with 721,799 reactions and 888 catalyst types from USPTO. Predict which catalyst facilitates the given reaction. (1) Reactant: I[C:2]1[C:10]2[C:5](=[CH:6][C:7]([C@H:11]3[C@@:13]4([C:21]5[C:16](=[CH:17][CH:18]=[CH:19][CH:20]=5)[N:15]([CH3:22])[C:14]4=[O:23])[CH2:12]3)=[CH:8][CH:9]=2)[NH:4][N:3]=1.CC1(C)C(C)(C)OB(/[CH:32]=[CH:33]/[C:34]2[CH:39]=[CH:38][C:37]([N:40]3[CH2:45][CH2:44][N:43](C(OC(C)(C)C)=O)[CH2:42][CH2:41]3)=[CH:36][CH:35]=2)O1.[C:54]([OH:60])([C:56]([F:59])([F:58])[F:57])=[O:55]. Product: [F:57][C:56]([F:59])([F:58])[C:54]([OH:60])=[O:55].[CH3:22][N:15]1[C:16]2[C:21](=[CH:20][CH:19]=[CH:18][CH:17]=2)[C@:13]2([CH2:12][C@H:11]2[C:7]2[CH:6]=[C:5]3[C:10]([C:2](/[CH:32]=[CH:33]/[C:34]4[CH:35]=[CH:36][C:37]([N:40]5[CH2:45][CH2:44][NH:43][CH2:42][CH2:41]5)=[CH:38][CH:39]=4)=[N:3][NH:4]3)=[CH:9][CH:8]=2)[C:14]1=[O:23]. The catalyst class is: 2. (2) Reactant: [C:1]([O:5][C:6]([NH:8][C:9]1([C:24]([OH:26])=O)[CH2:14][CH2:13][N:12]([C:15]2[C:16]3[CH:23]=[CH:22][NH:21][C:17]=3[N:18]=[CH:19][N:20]=2)[CH2:11][CH2:10]1)=[O:7])([CH3:4])([CH3:3])[CH3:2].C(N(CC)C(C)C)(C)C.[NH2:36][CH:37]([C:42]1[CH:47]=[CH:46][C:45]([Cl:48])=[CH:44][CH:43]=1)[CH2:38][C:39]([NH2:41])=[O:40]. Product: [NH2:41][C:39](=[O:40])[CH2:38][CH:37]([NH:36][C:24]([C:9]1([NH:8][C:6](=[O:7])[O:5][C:1]([CH3:3])([CH3:4])[CH3:2])[CH2:10][CH2:11][N:12]([C:15]2[C:16]3[CH:23]=[CH:22][NH:21][C:17]=3[N:18]=[CH:19][N:20]=2)[CH2:13][CH2:14]1)=[O:26])[C:42]1[CH:47]=[CH:46][C:45]([Cl:48])=[CH:44][CH:43]=1. The catalyst class is: 3. (3) Reactant: [C:1]([C:4]1[C:9]([C:10]2[CH:15]=[CH:14][CH:13]=[CH:12][CH:11]=2)=[N:8][N:7]([CH2:16][CH3:17])[C:6](=[O:18])[C:5]=1[N+:19]([O-])=O)(=[O:3])[CH3:2].[CH3:22][C:23]1[CH:32]=[CH:31][C:30]2[C:25](=[C:26](N)[CH:27]=[CH:28][CH:29]=2)[N:24]=1. Product: [C:1]([C:4]1[C:9]([C:10]2[CH:15]=[CH:14][CH:13]=[CH:12][CH:11]=2)=[N:8][N:7]([CH2:16][CH3:17])[C:6](=[O:18])[C:5]=1[NH:19][C:26]1[CH:27]=[CH:28][CH:29]=[C:30]2[C:25]=1[N:24]=[C:23]([CH3:22])[CH:32]=[CH:31]2)(=[O:3])[CH3:2]. The catalyst class is: 8. (4) Reactant: [CH3:1][O:2][CH2:3][C:4]1[N:9]=[CH:8][C:7]([O:10][C:11]2[CH:12]=[C:13]3[C:17](=[C:18]([O:20][CH:21]([CH3:23])[CH3:22])[CH:19]=2)[NH:16][C:15]([C:24]2[S:25][CH:26]([CH2:29][C:30]([O:32]CC)=[O:31])[CH2:27][N:28]=2)=[CH:14]3)=[CH:6][CH:5]=1.O1CCCC1.[OH-].[Na+].Cl. Product: [CH3:1][O:2][CH2:3][C:4]1[N:9]=[CH:8][C:7]([O:10][C:11]2[CH:12]=[C:13]3[C:17](=[C:18]([O:20][CH:21]([CH3:23])[CH3:22])[CH:19]=2)[NH:16][C:15]([C:24]2[S:25][CH:26]([CH2:29][C:30]([OH:32])=[O:31])[CH2:27][N:28]=2)=[CH:14]3)=[CH:6][CH:5]=1. The catalyst class is: 97. (5) Reactant: [Cl:1][C:2]1[CH:7]=[C:6]([C:8]([C:10]([F:13])([F:12])[F:11])=[CH2:9])[CH:5]=[C:4]([C:14]([F:17])([F:16])[F:15])[CH:3]=1.C(=O)([O-])[O-].[K+].[K+].C(N(CC)CC)C.Cl/[C:32](/[C:35]1[CH:47]=[CH:46][C:38]([C:39]([O:41][C:42]([CH3:45])([CH3:44])[CH3:43])=[O:40])=[C:37]([CH3:48])[CH:36]=1)=[N:33]\[OH:34]. Product: [Cl:1][C:2]1[CH:7]=[C:6]([C:8]2([C:10]([F:11])([F:12])[F:13])[O:34][N:33]=[C:32]([C:35]3[CH:47]=[CH:46][C:38]([C:39]([O:41][C:42]([CH3:43])([CH3:44])[CH3:45])=[O:40])=[C:37]([CH3:48])[CH:36]=3)[CH2:9]2)[CH:5]=[C:4]([C:14]([F:15])([F:16])[F:17])[CH:3]=1. The catalyst class is: 93.